From a dataset of Reaction yield outcomes from USPTO patents with 853,638 reactions. Predict the reaction yield, written as a fraction of the theoretical maximum amount of product (1.0 means a 100% yield; for example, 0.34 means a 34% yield). (1) The reactants are [Br:1][C:2]1[CH:7]=[CH:6][C:5](F)=[CH:4][N:3]=1.[CH2:9]([S-:11])[CH3:10].[Na+]. The catalyst is CN(C=O)C. The product is [Br:1][C:2]1[CH:7]=[CH:6][C:5]([S:11][CH2:9][CH3:10])=[CH:4][N:3]=1. The yield is 0.900. (2) The reactants are Cl[CH2:2][C:3]1[CH:12]=[CH:11][C:6]2[O:7][CH2:8][CH2:9][O:10][C:5]=2[CH:4]=1.[C-:13]#[N:14].[Na+].O. The product is [O:7]1[CH2:8][CH2:9][O:10][C:5]2[CH:4]=[C:3]([CH2:2][C:13]#[N:14])[CH:12]=[CH:11][C:6]1=2. The yield is 0.860. The catalyst is CS(C)=O. (3) The reactants are [F:1][C:2]1[CH:7]=[CH:6][C:5]([N:8]2[C:17]3[C:12](=[CH:13][C:14]([CH:18]=[O:19])=[CH:15][CH:16]=3)[C:11](=[O:20])[C:10]([C:21]([O:23][CH2:24][CH3:25])=[O:22])=[CH:9]2)=[CH:4][CH:3]=1.[BH4-].[Na+]. The catalyst is C(O)C.CCOC(C)=O. The product is [F:1][C:2]1[CH:3]=[CH:4][C:5]([N:8]2[C:17]3[C:12](=[CH:13][C:14]([CH2:18][OH:19])=[CH:15][CH:16]=3)[C:11](=[O:20])[C:10]([C:21]([O:23][CH2:24][CH3:25])=[O:22])=[CH:9]2)=[CH:6][CH:7]=1. The yield is 0.570. (4) The reactants are [C:1]([O:20][CH2:21][C@@H:22]([O:44][C:45](=[O:63])[CH2:46][CH2:47][CH2:48][CH2:49][CH2:50][CH2:51][CH2:52]/[CH:53]=[CH:54]\[CH2:55][CH2:56][CH2:57][CH2:58][CH2:59][CH2:60][CH2:61][CH3:62])[CH2:23][O:24][P:25]([O:28][CH2:29][CH2:30][NH:31][C:32](=[O:43])[CH2:33][NH:34][C:35](=[O:42])[CH2:36][NH:37][C:38](=[O:41])[CH2:39][NH2:40])([OH:27])=[O:26])(=[O:19])[CH2:2][CH2:3][CH2:4][CH2:5][CH2:6][CH2:7][CH2:8]/[CH:9]=[CH:10]\[CH2:11][CH2:12][CH2:13][CH2:14][CH2:15][CH2:16][CH2:17][CH3:18].[CH3:64][C:65]1[CH2:70][CH2:69][CH2:68][C:67]([CH3:72])([CH3:71])[C:66]=1/[CH:73]=[CH:74]/[C:75](/[CH3:85])=[CH:76]/[CH:77]=[CH:78]/[C:79](/[CH3:84])=[CH:80]/[C:81](O)=[O:82].F[P-](F)(F)(F)(F)F.C[N+](C)=C(N(C)C)ON1C2N=CC=CC=2N=N1.C(N(CC)C(C)C)(C)C.[Al]. The catalyst is CN(C)C=O.ClCCl.O. The product is [C:1]([O:20][CH2:21][C@@H:22]([O:44][C:45](=[O:63])[CH2:46][CH2:47][CH2:48][CH2:49][CH2:50][CH2:51][CH2:52]/[CH:53]=[CH:54]\[CH2:55][CH2:56][CH2:57][CH2:58][CH2:59][CH2:60][CH2:61][CH3:62])[CH2:23][O:24][P:25]([O:28][CH2:29][CH2:30][NH:31][C:32](=[O:43])[CH2:33][NH:34][C:35](=[O:42])[CH2:36][NH:37][C:38](=[O:41])[CH2:39][NH:40][C:81](=[O:82])/[CH:80]=[C:79](\[CH3:84])/[CH:78]=[CH:77]/[CH:76]=[C:75](\[CH3:85])/[CH:74]=[CH:73]/[C:66]1[C:67]([CH3:71])([CH3:72])[CH2:68][CH2:69][CH2:70][C:65]=1[CH3:64])([OH:27])=[O:26])(=[O:19])[CH2:2][CH2:3][CH2:4][CH2:5][CH2:6][CH2:7][CH2:8]/[CH:9]=[CH:10]\[CH2:11][CH2:12][CH2:13][CH2:14][CH2:15][CH2:16][CH2:17][CH3:18]. The yield is 0.700. (5) The yield is 0.436. The reactants are [I:1][C:2]1[CH:3]=[C:4]([C:8]2[O:12][C:11]([CH:13]=O)=[CH:10][CH:9]=2)[CH:5]=[CH:6][CH:7]=1.[CH2:15]([O:17][C:18](=[O:27])[CH2:19][N:20]1[C:24](=[O:25])[CH2:23][NH:22][C:21]1=[S:26])[CH3:16].N1CCCCC1. The catalyst is ClCCl. The product is [CH2:15]([O:17][C:18](=[O:27])[CH2:19][N:20]1[C:24](=[O:25])/[C:23](=[CH:13]/[C:11]2[O:12][C:8]([C:4]3[CH:5]=[CH:6][CH:7]=[C:2]([I:1])[CH:3]=3)=[CH:9][CH:10]=2)/[NH:22][C:21]1=[S:26])[CH3:16]. (6) The reactants are Cl.[CH2:2]([NH:4][C@@H:5]([CH2:17][C:18]1[CH:23]=[CH:22][CH:21]=[CH:20][CH:19]=1)[CH2:6][CH2:7][NH:8][C:9]([C:11]1[CH:16]=[CH:15][CH:14]=[CH:13][N:12]=1)=[O:10])[CH3:3].[O:24]1[C:28]2[CH:29]=[CH:30][C:31]([C:33]([OH:35])=O)=[CH:32][C:27]=2[O:26][CH2:25]1.C1C=CC2N(O)N=NC=2C=1.Cl.C(N(CC)CC)C. The catalyst is C(Cl)Cl.CCOC(C)=O.C(Cl)CCl. The product is [O:24]1[C:28]2[CH:29]=[CH:30][C:31]([C:33]([N:4]([CH2:2][CH3:3])[C@@H:5]([CH2:17][C:18]3[CH:19]=[CH:20][CH:21]=[CH:22][CH:23]=3)[CH2:6][CH2:7][NH:8][C:9]([C:11]3[CH:16]=[CH:15][CH:14]=[CH:13][N:12]=3)=[O:10])=[O:35])=[CH:32][C:27]=2[O:26][CH2:25]1. The yield is 0.710. (7) The reactants are [ClH:1].C(N(CC)CCNC(C1C=CC2C(=CC=C(I)C=2)C=1)=O)C.[CH2:23]([N:26]([CH2:45][CH2:46][CH3:47])[CH2:27][CH2:28][CH2:29][CH2:30][NH:31][C:32]([C:34]1[CH:43]=[N:42][C:41]2[C:36](=[CH:37][CH:38]=[C:39]([I:44])[CH:40]=2)[N:35]=1)=[O:33])[CH2:24][CH3:25].[K+].[Br-]. No catalyst specified. The product is [ClH:1].[ClH:1].[CH2:45]([N:26]([CH2:23][CH2:24][CH3:25])[CH2:27][CH2:28][CH2:29][CH2:30][NH:31][C:32]([C:34]1[CH:43]=[N:42][C:41]2[C:36](=[CH:37][CH:38]=[C:39]([I:44])[CH:40]=2)[N:35]=1)=[O:33])[CH2:46][CH3:47]. The yield is 0.810.